Dataset: Experimentally validated miRNA-target interactions with 360,000+ pairs, plus equal number of negative samples. Task: Binary Classification. Given a miRNA mature sequence and a target amino acid sequence, predict their likelihood of interaction. (1) The miRNA is hsa-miR-5700 with sequence UAAUGCAUUAAAUUAUUGAAGG. The protein sequence of the target gene is MRPGTGAERGGLMVSEMESHPPSQGPGDGERRLSGSSLCSGSWVSADGFLRRRPSMGHPGMHYAPMGMHPMGQRANMPPVPHGMMPQMMPPMGGPPMGQMPGMMSSVMPGMMMSHMSQASMQPALPPGVNSMDVAAGTASGAKSMWTEHKSPDGRTYYYNTETKQSTWEKPDDLKTPAEQLLSKCPWKEYKSDSGKPYYYNSQTKESRWAKPKELEDLEGYQNTIVAGSLITKSNLHAMIKAEESSKQEECTTTSTAPVPTTEIPTTMSTMAAAEAAAAVVAAAAAAAAAAAAANANAST.... Result: 1 (interaction). (2) The miRNA is hsa-miR-4713-5p with sequence UUCUCCCACUACCAGGCUCCCA. The protein sequence of the target gene is MALLAEHLLKPLPADRQIETGPFLEAVAHLPPFFDCLGSPVFTPIKADISGNITKIKAVYDTDPAKFKTLQNILEVEKGMYGAEWPKVGATLALLWLKRGLRFIQVFLQSICDGERDENHPNLIRVNANKAYEMALKKYHGWLVQKIFKAALYAAPYKSDFLKALSKGQNVTEEECLEKIRLFLVNYTATIDAIYDMYTKMNAELDYTV. Result: 0 (no interaction). (3) The miRNA is hsa-miR-363-5p with sequence CGGGUGGAUCACGAUGCAAUUU. The protein sequence of the target gene is MEATRRRQHLGATGGPGAQLGASFLQARHGSVSADEAARTAPFHLDLWFYFTLQNWVLDFGRPIAMLVFPLEWFPLNKPSVGDYFHMAYNVITPFLLLKLIERSPRTLPRSITYVSIIIFIMGASIHLVGDSVNHRLLFSGYQHHLSVRENPIIKNLKPETLIDSFELLYYYDEYLGHCMWYIPFFLILFMYFSGCFTASKAESLIPGPALLLVAPSGLYYWYLVTEGQIFILFIFTFFAMLALVLHQKRKRLFLDSNGLFLFSSFALTLLLVALWVAWLWNDPVLRKKYPGVIYVPEPW.... Result: 0 (no interaction). (4) The miRNA is mmu-miR-1933-3p with sequence CCAGGACCAUCAGUGUGACUAU. The protein sequence of the target gene is MAVPAKKRKMNFSEREVEIIVEELELKKHLLVNHFNAGVPLAAKSAAWHGILRRVNAVATCRRELPEVKKKWSDLKTEVRRKVAQVRAAVEGGEAPGPTEEDGAGGPGTGGGSGGGGPAVAPVLLTPMQQRICNLLGEATIISLPSTTEIHPVALGPSATAAAATVTLTQIPTETTYHTLEEGVVEYCTAEAPPPLPPETPVDMMAQHADTSVKPQALKSRIALNSAKLIQEQRVTNLHVKEIAQHLEQQNDLLQMIRRSQEVQACAQERQAQAMEGTQAALSVLIQVLRPMIKDFRRYL.... Result: 0 (no interaction). (5) The miRNA is mmu-miR-203-5p with sequence AGUGGUUCUUGACAGUUCAACA. The protein sequence of the target gene is MRARSALPRSALPRLLLPLLLLPAAGPAQFHGEKGISIPDHGFCQPISIPLCTDIAYNQTIMPNLLGHTNQEDAGLEVHQFYPLVKVQCSPELRFFLCSMYAPVCTVLEQAIPPCRSICERARQGCEALMNKFGFQWPERLRCEHFPRHGAEQICVGQNHSEDGAPALLTTAPPSGLQPGAGGTPGGPGGGGSPPRYATLEHPFHCPRVLKVPSYLSYKFLGERDCAAPCEPARPDGSMFFSQEETRFARLWILTWSVLCCASTFFTVTTYLVDMQRFRYPERPIIFLSGCYTMVSVAYI.... Result: 0 (no interaction).